The task is: Regression. Given two drug SMILES strings and cell line genomic features, predict the synergy score measuring deviation from expected non-interaction effect.. This data is from NCI-60 drug combinations with 297,098 pairs across 59 cell lines. (1) Drug 1: C1=NC(=NC(=O)N1C2C(C(C(O2)CO)O)O)N. Drug 2: CC(C)CN1C=NC2=C1C3=CC=CC=C3N=C2N. Cell line: SF-539. Synergy scores: CSS=20.3, Synergy_ZIP=0.0639, Synergy_Bliss=0.492, Synergy_Loewe=-1.70, Synergy_HSA=-0.657. (2) Drug 1: CC1C(C(CC(O1)OC2CC(CC3=C2C(=C4C(=C3O)C(=O)C5=C(C4=O)C(=CC=C5)OC)O)(C(=O)C)O)N)O.Cl. Drug 2: CC1=C(C(CCC1)(C)C)C=CC(=CC=CC(=CC(=O)O)C)C. Cell line: COLO 205. Synergy scores: CSS=1.51, Synergy_ZIP=-2.86, Synergy_Bliss=-8.67, Synergy_Loewe=-54.4, Synergy_HSA=-16.7.